Dataset: Reaction yield outcomes from USPTO patents with 853,638 reactions. Task: Predict the reaction yield, written as a fraction of the theoretical maximum amount of product (1.0 means a 100% yield; for example, 0.34 means a 34% yield). (1) The reactants are [CH3:1][O:2][C:3]1[CH:8]=[C:7]([N:9]2[CH2:14][CH2:13][N:12](C(OC(C)(C)C)=O)[CH2:11][CH2:10]2)[N:6]2[N:22]=[CH:23][CH:24]=[C:5]2[N:4]=1.FC(F)(F)C(O)=O. The catalyst is ClCCl. The product is [CH3:1][O:2][C:3]1[CH:8]=[C:7]([N:9]2[CH2:10][CH2:11][NH:12][CH2:13][CH2:14]2)[N:6]2[N:22]=[CH:23][CH:24]=[C:5]2[N:4]=1. The yield is 0.750. (2) The reactants are [CH3:1][O:2][C:3](=[O:12])[C:4]1[CH:9]=[CH:8][C:7]([CH:10]=[O:11])=[CH:6][CH:5]=1.C(O[CH2:17][CH:18]=[CH2:19])(=O)C.O.CCN(CC)CC.CC1C(C)=C(C)C(C)=C(C)C=1C. The catalyst is O1CCOCC1. The product is [OH:11][CH:10]([C:7]1[CH:8]=[CH:9][C:4]([C:3]([O:2][CH3:1])=[O:12])=[CH:5][CH:6]=1)[CH2:19][CH:18]=[CH2:17]. The yield is 0.870.